Dataset: Forward reaction prediction with 1.9M reactions from USPTO patents (1976-2016). Task: Predict the product of the given reaction. Given the reactants [O:1]=[C:2]([CH2:40][CH2:41][O:42][CH2:43][CH2:44][O:45][CH2:46][CH2:47][O:48][CH2:49][CH2:50][O:51][CH2:52][CH2:53][NH:54][C:55](=[O:69])[CH2:56][CH2:57][CH2:58][CH2:59][CH:60]1[CH:67]2[CH:63]([NH:64][C:65](=[O:68])[NH:66]2)[CH2:62][S:61]1)[NH:3][CH2:4][CH2:5][CH2:6][O:7][C:8]1[CH:39]=[CH:38][C:11]([C:12]([C:14]2[CH:19]=[CH:18][C:17]([NH:20][CH2:21][CH2:22][O:23][CH2:24][CH2:25][O:26][CH2:27][CH2:28][O:29][CH2:30][CH2:31][O:32][CH2:33][CH2:34][C:35]([OH:37])=[O:36])=[CH:16][CH:15]=2)=[O:13])=[CH:10][CH:9]=1.O[N:71]1[C:75](=[O:76])[CH2:74][CH2:73][C:72]1=[O:77].C(Cl)CCl, predict the reaction product. The product is: [O:1]=[C:2]([CH2:40][CH2:41][O:42][CH2:43][CH2:44][O:45][CH2:46][CH2:47][O:48][CH2:49][CH2:50][O:51][CH2:52][CH2:53][NH:54][C:55](=[O:69])[CH2:56][CH2:57][CH2:58][CH2:59][CH:60]1[CH:67]2[CH:63]([NH:64][C:65](=[O:68])[NH:66]2)[CH2:62][S:61]1)[NH:3][CH2:4][CH2:5][CH2:6][O:7][C:8]1[CH:39]=[CH:38][C:11]([C:12]([C:14]2[CH:19]=[CH:18][C:17]([NH:20][CH2:21][CH2:22][O:23][CH2:24][CH2:25][O:26][CH2:27][CH2:28][O:29][CH2:30][CH2:31][O:32][CH2:33][CH2:34][C:35]([O:37][N:71]3[C:75](=[O:76])[CH2:74][CH2:73][C:72]3=[O:77])=[O:36])=[CH:16][CH:15]=2)=[O:13])=[CH:10][CH:9]=1.